From a dataset of Catalyst prediction with 721,799 reactions and 888 catalyst types from USPTO. Predict which catalyst facilitates the given reaction. Reactant: Cl[C:2]1[C:3]2[C:4](=[CH:13][N:14](CC3C=CC(OC)=CC=3)[N:15]=2)[N:5]=[C:6]([C:8]2[N:9]=[CH:10][S:11][CH:12]=2)[N:7]=1.[NH2:25][C:26]1[CH:31]=[CH:30][C:29]([N:32]2[CH2:37][CH2:36][N:35]([C:38](=[O:40])[CH3:39])[CH2:34][CH2:33]2)=[CH:28][CH:27]=1.Cl. Product: [S:11]1[CH:12]=[C:8]([C:6]2[N:7]=[C:2]([NH:25][C:26]3[CH:27]=[CH:28][C:29]([N:32]4[CH2:33][CH2:34][N:35]([C:38](=[O:40])[CH3:39])[CH2:36][CH2:37]4)=[CH:30][CH:31]=3)[C:3]3[NH:15][N:14]=[CH:13][C:4]=3[N:5]=2)[N:9]=[CH:10]1. The catalyst class is: 71.